This data is from Forward reaction prediction with 1.9M reactions from USPTO patents (1976-2016). The task is: Predict the product of the given reaction. (1) Given the reactants Cl[C:2]1[C:7]([NH:8][C:9](=[S:15])[C:10]([O:12][CH2:13][CH3:14])=[O:11])=[CH:6][CH:5]=[C:4]([Cl:16])[N:3]=1.C(=O)([O-])[O-].[Cs+].[Cs+], predict the reaction product. The product is: [Cl:16][C:4]1[N:3]=[C:2]2[S:15][C:9]([C:10]([O:12][CH2:13][CH3:14])=[O:11])=[N:8][C:7]2=[CH:6][CH:5]=1. (2) Given the reactants CN.[C:3]([O:7][C:8]([N:10]1[C@@H:14]([C@H:15]([O:22][Si:23]([C:26]([CH3:29])([CH3:28])[CH3:27])([CH3:25])[CH3:24])[C:16]2[CH:21]=[CH:20][CH:19]=[CH:18][CH:17]=2)[CH2:13][CH2:12][C@H:11]1[CH2:30][C:31]1[CH:39]=[CH:38][C:34]([C:35](O)=[O:36])=[CH:33][CH:32]=1)=[O:9])([CH3:6])([CH3:5])[CH3:4].[CH3:40][N:41](C(ON1N=NC2C=CC=NC1=2)=[N+](C)C)C.F[P-](F)(F)(F)(F)F.CCN(C(C)C)C(C)C, predict the reaction product. The product is: [Si:23]([O:22][C@H:15]([C:16]1[CH:21]=[CH:20][CH:19]=[CH:18][CH:17]=1)[C@H:14]1[CH2:13][CH2:12][C@@H:11]([CH2:30][C:31]2[CH:32]=[CH:33][C:34]([C:35](=[O:36])[NH:41][CH3:40])=[CH:38][CH:39]=2)[N:10]1[C:8]([O:7][C:3]([CH3:6])([CH3:4])[CH3:5])=[O:9])([C:26]([CH3:28])([CH3:29])[CH3:27])([CH3:24])[CH3:25]. (3) Given the reactants Cl[C:2]1[N:3]=[C:4]([NH:21][C@H:22]([CH3:25])[CH2:23][OH:24])[C:5]2[CH:10]=[CH:9][N:8]([S:11]([C:14]3[CH:20]=[CH:19][C:17]([CH3:18])=[CH:16][CH:15]=3)(=[O:13])=[O:12])[C:6]=2[N:7]=1.[NH2:26][C:27]1[CH:32]=[CH:31][C:30]([N:33]2[CH2:38][CH2:37][N:36]([C:39](=[O:41])[CH3:40])[CH2:35][CH2:34]2)=[CH:29][CH:28]=1.C[Si](Cl)(C)C, predict the reaction product. The product is: [OH:24][CH2:23][C@H:22]([NH:21][C:4]1[C:5]2[CH:10]=[CH:9][N:8]([S:11]([C:14]3[CH:20]=[CH:19][C:17]([CH3:18])=[CH:16][CH:15]=3)(=[O:13])=[O:12])[C:6]=2[N:7]=[C:2]([NH:26][C:27]2[CH:28]=[CH:29][C:30]([N:33]3[CH2:34][CH2:35][N:36]([C:39](=[O:41])[CH3:40])[CH2:37][CH2:38]3)=[CH:31][CH:32]=2)[N:3]=1)[CH3:25]. (4) Given the reactants [CH3:1][CH:2]1[CH2:7][CH2:6][N:5]([C:8](OCC2C=CC=CC=2)=O)[CH:4]2[CH2:18][CH2:19][N:20]([C:21]3[C:22]4[CH:29]=[CH:28][NH:27][C:23]=4[N:24]=[CH:25][N:26]=3)[CH:3]12.Br.C(O)(=O)C.C(Br)[C:36]1[CH:41]=[CH:40][CH:39]=[CH:38][CH:37]=1, predict the reaction product. The product is: [CH2:8]([N:5]1[CH2:6][CH2:7][CH:2]([CH3:1])[CH:3]2[N:20]([C:21]3[C:22]4[CH:29]=[CH:28][NH:27][C:23]=4[N:24]=[CH:25][N:26]=3)[CH2:19][CH2:18][CH:4]12)[C:36]1[CH:41]=[CH:40][CH:39]=[CH:38][CH:37]=1. (5) The product is: [OH:21][C:2]1[C:3](=[O:14])[CH2:4][CH2:5][C:1]=1[CH2:6][C:7]([OH:9])=[O:8]. Given the reactants [CH:1]1([CH2:6][C:7]([OH:9])=[O:8])[CH2:5][CH2:4][CH:3]=[CH:2]1.C[N+]1([O-])CC[O:14]CC1.O=O.[Li+].[OH-:21], predict the reaction product. (6) Given the reactants [CH:1]1([CH2:4][O:5][C:6]2[CH:11]=[C:10]([F:12])[CH:9]=[CH:8][C:7]=2[C:13]2[N:17]([CH3:18])[CH:16]=[N:15][C:14]=2[C:19]2[CH:24]=[C:23]([CH:25]=O)[CH:22]=[CH:21][N:20]=2)[CH2:3][CH2:2]1.[C:27]([O-])([O-])=O.[K+].[K+].COP(C(=[N+]=[N-])C(=O)C)(=O)OC, predict the reaction product. The product is: [CH:1]1([CH2:4][O:5][C:6]2[CH:11]=[C:10]([F:12])[CH:9]=[CH:8][C:7]=2[C:13]2[N:17]([CH3:18])[CH:16]=[N:15][C:14]=2[C:19]2[CH:24]=[C:23]([C:25]#[CH:27])[CH:22]=[CH:21][N:20]=2)[CH2:2][CH2:3]1. (7) Given the reactants [H-].[Na+].[N:3]1[CH:8]=[CH:7][CH:6]=[CH:5][C:4]=1[NH2:9].[NH:10]1[CH:14]=[CH:13][C:12]([C:15](Cl)=[O:16])=[N:11]1.O, predict the reaction product. The product is: [N:3]1[CH:8]=[CH:7][CH:6]=[CH:5][C:4]=1[NH:9][C:15]([C:12]1[CH:13]=[CH:14][NH:10][N:11]=1)=[O:16]. (8) Given the reactants BrC1C=C(C=C(C(C2C=CC=C(OC(F)F)C=2)(C)C)C=1)N.[Cl:22][C:23]1[CH:24]=[C:25]([CH:35]=[C:36]([N+:38]([O-])=O)[CH:37]=1)[N:26]([C:28]1[CH:33]=[CH:32][C:31]([Cl:34])=[CH:30][CH:29]=1)[CH3:27], predict the reaction product. The product is: [Cl:22][C:23]1[CH:37]=[C:36]([NH2:38])[CH:35]=[C:25]([N:26]([C:28]2[CH:29]=[CH:30][C:31]([Cl:34])=[CH:32][CH:33]=2)[CH3:27])[CH:24]=1. (9) Given the reactants [NH2:1][C:2]1[C:11]2[C:6](=[CH:7][CH:8]=[CH:9][CH:10]=2)[CH:5]=[CH:4][C:3]=1[C:12]#N.[CH3:14][O:15][C:16]1[CH:17]=[C:18]([Mg]Br)[CH:19]=[CH:20][CH:21]=1.[O:24]1CCCC1.Cl.C(=O)([O-])[O-].[K+].[K+], predict the reaction product. The product is: [NH2:1][C:2]1[C:11]2[C:6](=[CH:7][CH:8]=[CH:9][CH:10]=2)[CH:5]=[CH:4][C:3]=1[C:12](=[O:24])[C:20]1[CH:19]=[CH:18][CH:17]=[C:16]([O:15][CH3:14])[CH:21]=1.